From a dataset of Forward reaction prediction with 1.9M reactions from USPTO patents (1976-2016). Predict the product of the given reaction. (1) Given the reactants [CH:1]([C:3]1[CH:4]=[CH:5][C:6]([N:10]2[CH2:15][CH2:14][N:13]([C:16]([O:18][C:19]([CH3:22])([CH3:21])[CH3:20])=[O:17])[CH2:12][CH2:11]2)=[N:7][C:8]=1[OH:9])=O.[CH3:23][C:24]1[CH:29]=[CH:28][N:27]2[CH:30]=[C:31]([CH2:33][C:34](OCC)=[O:35])[N:32]=[C:26]2[CH:25]=1.N1CCCCC1.C(O)(=O)C, predict the reaction product. The product is: [CH3:23][C:24]1[CH:29]=[CH:28][N:27]2[CH:30]=[C:31]([C:33]3[C:34](=[O:35])[O:9][C:8]4=[N:7][C:6]([N:10]5[CH2:15][CH2:14][N:13]([C:16]([O:18][C:19]([CH3:22])([CH3:21])[CH3:20])=[O:17])[CH2:12][CH2:11]5)=[CH:5][CH:4]=[C:3]4[CH:1]=3)[N:32]=[C:26]2[CH:25]=1. (2) The product is: [CH2:15]([N:18]([CH2:34][C:35]1[CH:40]=[CH:39][C:38]([CH2:41][O:1][C:2]2[CH:3]=[CH:4][C:5]([CH:8]3[CH2:10][CH:9]3[C:11]([O:13][CH3:14])=[O:12])=[CH:6][CH:7]=2)=[CH:37][CH:36]=1)[C:19]1[S:20][CH:21]=[C:22]([C:24]2[CH:25]=[CH:26][C:27]([C:30]([F:33])([F:32])[F:31])=[CH:28][CH:29]=2)[N:23]=1)[CH2:16][CH3:17]. Given the reactants [OH:1][C:2]1[CH:7]=[CH:6][C:5]([CH:8]2[CH2:10][CH:9]2[C:11]([O:13][CH3:14])=[O:12])=[CH:4][CH:3]=1.[CH2:15]([N:18]([CH2:34][C:35]1[CH:40]=[CH:39][C:38]([CH2:41]O)=[CH:37][CH:36]=1)[C:19]1[S:20][CH:21]=[C:22]([C:24]2[CH:29]=[CH:28][C:27]([C:30]([F:33])([F:32])[F:31])=[CH:26][CH:25]=2)[N:23]=1)[CH2:16][CH3:17].C(P(CCCC)CCCC)CCC.N(C(N1CCCCC1)=O)=NC(N1CCCCC1)=O, predict the reaction product. (3) Given the reactants [C:1]([C:4]1[C:12]2[C:7](=[CH:8][CH:9]=[C:10]([OH:13])[CH:11]=2)[N:6]([CH2:14][C:15]([O:17][CH3:18])=[O:16])[N:5]=1)(=[O:3])[CH3:2].Cl.Cl[CH2:21][C:22]1[N:27]=[CH:26][CH:25]=[CH:24][N:23]=1.C([O-])([O-])=O.[Cs+].[Cs+], predict the reaction product. The product is: [C:1]([C:4]1[C:12]2[C:7](=[CH:8][CH:9]=[C:10]([O:13][CH2:21][C:22]3[N:27]=[CH:26][CH:25]=[CH:24][N:23]=3)[CH:11]=2)[N:6]([CH2:14][C:15]([O:17][CH3:18])=[O:16])[N:5]=1)(=[O:3])[CH3:2]. (4) Given the reactants [CH3:1][C:2]1[N:10]=[C:9](Cl)[CH:8]=[CH:7][C:3]=1[C:4]([NH2:6])=[O:5].[C:12]1([OH:18])[CH:17]=[CH:16][CH:15]=[CH:14][CH:13]=1.C(=O)([O-])[O-].[K+].[K+], predict the reaction product. The product is: [CH3:1][C:2]1[N:10]=[C:9]([O:18][C:12]2[CH:17]=[CH:16][CH:15]=[CH:14][CH:13]=2)[CH:8]=[CH:7][C:3]=1[C:4]([NH2:6])=[O:5]. (5) Given the reactants Cl[CH2:2][C:3]1[S:4][C:5]2[C:10]([N:11]=1)=[CH:9][CH:8]=[CH:7][N:6]=2.[Cl:12][C:13]1[CH:18]=[CH:17][CH:16]=[CH:15][C:14]=1[N:19]1[CH2:24][CH2:23][NH:22][CH2:21][CH2:20]1.CC(=O)OCC, predict the reaction product. The product is: [Cl:12][C:13]1[CH:18]=[CH:17][CH:16]=[CH:15][C:14]=1[N:19]1[CH2:24][CH2:23][N:22]([CH2:2][C:3]2[S:4][C:5]3[C:10]([N:11]=2)=[CH:9][CH:8]=[CH:7][N:6]=3)[CH2:21][CH2:20]1. (6) Given the reactants [O:1]=[C:2]1[C:26]2[C:21](=[CH:22][CH:23]=[CH:24][CH:25]=2)[O:20][C:4]2([CH2:9][CH2:8][N:7]([C:10]([O:12][CH2:13][C:14]3[CH:19]=[CH:18][CH:17]=[CH:16][CH:15]=3)=[O:11])[CH2:6][CH2:5]2)[CH2:3]1.[BH4-].[Na+], predict the reaction product. The product is: [OH:1][CH:2]1[C:26]2[C:21](=[CH:22][CH:23]=[CH:24][CH:25]=2)[O:20][C:4]2([CH2:9][CH2:8][N:7]([C:10]([O:12][CH2:13][C:14]3[CH:19]=[CH:18][CH:17]=[CH:16][CH:15]=3)=[O:11])[CH2:6][CH2:5]2)[CH2:3]1. (7) Given the reactants [F:1][C:2]1[CH:7]=[CH:6][CH:5]=[CH:4][C:3]=1[N:8]1[C:12]([C:13]2[CH:18]=[CH:17][CH:16]=[CH:15][C:14]=2[O:19]C)=[CH:11][CH:10]=[N:9]1.[Cl-].[NH+]1C=CC=CC=1, predict the reaction product. The product is: [F:1][C:2]1[CH:7]=[CH:6][CH:5]=[CH:4][C:3]=1[N:8]1[C:12]([C:13]2[CH:18]=[CH:17][CH:16]=[CH:15][C:14]=2[OH:19])=[CH:11][CH:10]=[N:9]1. (8) Given the reactants [CH:1]1([C:11]([O:13]CC)=O)[CH2:5][CH2:4][CH2:3][CH:2]1[C:6](OCC)=[O:7].[NH3:16], predict the reaction product. The product is: [C:6]1(=[O:7])[CH:2]2[CH2:3][CH2:4][CH2:5][CH:1]2[C:11](=[O:13])[NH:16]1. (9) Given the reactants [F:1][C:2]1[CH:7]=[CH:6][C:5]([C:8]2[C:13]([C:14]3[CH:19]=[CH:18][N:17]=[CH:16][CH:15]=3)=[C:12]([C:20]3[CH:25]=[CH:24][C:23]([F:26])=[CH:22][CH:21]=3)[N:11]=C3OC(C(OC)=O)=CC=23)=[CH:4][CH:3]=1.[CH3:34][Mg]Cl.CCO[C:40]([CH3:42])=[O:41].[NH4+].[Cl-].[CH2:45]1[CH2:49][O:48][CH2:47][CH2:46]1, predict the reaction product. The product is: [F:1][C:2]1[CH:3]=[CH:4][C:5]([C:8]2[C:13]([C:14]3[CH:19]=[CH:18][N:17]=[CH:16][CH:15]=3)=[C:12]([C:20]3[CH:21]=[CH:22][C:23]([F:26])=[CH:24][CH:25]=3)[N:11]=[C:47]3[O:48][C:49]([C:40]([OH:41])([CH3:42])[CH3:34])=[CH:45][C:46]=23)=[CH:6][CH:7]=1.